Dataset: Full USPTO retrosynthesis dataset with 1.9M reactions from patents (1976-2016). Task: Predict the reactants needed to synthesize the given product. The reactants are: [CH:1]1([NH:4][C:5]([NH:7][C:8]2[CH:13]=[CH:12][C:11]([O:14][C:15]3[CH:20]=[CH:19][N:18]=[C:17]4[CH:21]=[C:22]([C:24]5[CH:25]=[N:26][C:27]([CH:30]=O)=[CH:28][CH:29]=5)[S:23][C:16]=34)=[C:10]([F:32])[CH:9]=2)=[O:6])[CH2:3][CH2:2]1.CC(O)=O.[NH2:37][CH2:38][CH2:39][CH2:40][C:41]([OH:43])=O.C(O[BH-](OC(=O)C)OC(=O)C)(=O)C.[Na+]. Given the product [CH:1]1([NH:4][C:5]([NH:7][C:8]2[CH:13]=[CH:12][C:11]([O:14][C:15]3[CH:20]=[CH:19][N:18]=[C:17]4[CH:21]=[C:22]([C:24]5[CH:25]=[N:26][C:27]([CH2:30][N:37]6[CH2:38][CH2:39][CH2:40][C:41]6=[O:43])=[CH:28][CH:29]=5)[S:23][C:16]=34)=[C:10]([F:32])[CH:9]=2)=[O:6])[CH2:3][CH2:2]1, predict the reactants needed to synthesize it.